From a dataset of Reaction yield outcomes from USPTO patents with 853,638 reactions. Predict the reaction yield, written as a fraction of the theoretical maximum amount of product (1.0 means a 100% yield; for example, 0.34 means a 34% yield). (1) The reactants are FC(F)(F)C(O)=O.[NH2:8][CH:9]1[CH2:14][CH2:13][N:12]([CH2:15][CH2:16][N:17]2[C:26]3[C:21](=[CH:22][CH:23]=[C:24]([F:27])[CH:25]=3)[C:20](=[O:28])[N:19]([CH3:29])[C:18]2=[O:30])[CH2:11][CH2:10]1.C(N(CC)C(C)C)(C)C.[O:40]=[C:41]1[CH2:46][O:45][C:44]2[CH:47]=[CH:48][C:49]([CH:51]=O)=[N:50][C:43]=2[NH:42]1.C(O[BH-](OC(=O)C)OC(=O)C)(=O)C.[Na+]. The catalyst is ClCCl.O. The product is [F:27][C:24]1[CH:25]=[C:26]2[C:21]([C:20](=[O:28])[N:19]([CH3:29])[C:18](=[O:30])[N:17]2[CH2:16][CH2:15][N:12]2[CH2:11][CH2:10][CH:9]([NH:8][CH2:51][C:49]3[CH:48]=[CH:47][C:44]4[O:45][CH2:46][C:41](=[O:40])[NH:42][C:43]=4[N:50]=3)[CH2:14][CH2:13]2)=[CH:22][CH:23]=1. The yield is 0.210. (2) The reactants are C(O)(=O)C.O.[CH2:6]([N:13]1[CH2:18][CH2:17][N:16]([C:19]2[CH:20]=[C:21]3[C:25](=[CH:26][CH:27]=2)[N:24](C2CCCCO2)[N:23]=[CH:22]3)[CH2:15][CH2:14]1)[C:7]1[CH:12]=[CH:11][CH:10]=[CH:9][CH:8]=1. The catalyst is O1CCCC1. The product is [CH2:6]([N:13]1[CH2:18][CH2:17][N:16]([C:19]2[CH:20]=[C:21]3[C:25](=[CH:26][CH:27]=2)[NH:24][N:23]=[CH:22]3)[CH2:15][CH2:14]1)[C:7]1[CH:8]=[CH:9][CH:10]=[CH:11][CH:12]=1. The yield is 0.470.